Dataset: Peptide-MHC class I binding affinity with 185,985 pairs from IEDB/IMGT. Task: Regression. Given a peptide amino acid sequence and an MHC pseudo amino acid sequence, predict their binding affinity value. This is MHC class I binding data. The peptide sequence is KSGGLSSGFY. The MHC is HLA-A03:01 with pseudo-sequence HLA-A03:01. The binding affinity (normalized) is 0.274.